Task: Predict the reactants needed to synthesize the given product.. Dataset: Full USPTO retrosynthesis dataset with 1.9M reactions from patents (1976-2016) Given the product [F:23][C:20]1[CH:21]=[CH:22][C:17]([S:16][C:39]2[C:38](=[O:42])[N:37]([CH3:36])[C:31]3[N:27]=[C:26]([S:10][CH3:9])[N:34]=[CH:33][C:32]=3[CH:40]=2)=[CH:18][CH:19]=1, predict the reactants needed to synthesize it. The reactants are: CNC1C([CH:9]=[S:10])=CN=C(C)N=1.COC(=O)C[S:16][C:17]1[CH:22]=[CH:21][C:20]([F:23])=[CH:19][CH:18]=1.N1CCC[N:27]2[CH2:31][CH2:32][CH2:33][N:34]=[C:26]12.O.[CH3:36][N:37]1C[CH2:40][CH2:39][C:38]1=[O:42].